The task is: Regression. Given a peptide amino acid sequence and an MHC pseudo amino acid sequence, predict their binding affinity value. This is MHC class II binding data.. This data is from Peptide-MHC class II binding affinity with 134,281 pairs from IEDB. (1) The peptide sequence is MAFLRSVSRLAAAVF. The MHC is DRB4_0101 with pseudo-sequence DRB4_0103. The binding affinity (normalized) is 0.878. (2) The peptide sequence is QFRRVKCKYPEGTKV. The MHC is HLA-DPA10301-DPB10402 with pseudo-sequence HLA-DPA10301-DPB10402. The binding affinity (normalized) is 0.0121. (3) The peptide sequence is MHHLVEFEPPHAATI. The MHC is HLA-DQA10102-DQB10501 with pseudo-sequence HLA-DQA10102-DQB10501. The binding affinity (normalized) is 0.606.